Dataset: Full USPTO retrosynthesis dataset with 1.9M reactions from patents (1976-2016). Task: Predict the reactants needed to synthesize the given product. Given the product [CH3:1][C:2]1[CH:7]=[CH:6][N:5]=[C:4]([Br:8])[CH:3]=1.[Br:8][C:4]1[CH:3]=[C:2](/[CH:1]=[CH:14]/[N:15]([CH3:17])[CH3:16])[CH:7]=[CH:6][N:5]=1, predict the reactants needed to synthesize it. The reactants are: [CH3:1][C:2]1[CH:7]=[CH:6][N:5]=[C:4]([Br:8])[CH:3]=1.C(O[CH:14](N(C)C)[N:15]([CH3:17])[CH3:16])(C)(C)C.